Dataset: Full USPTO retrosynthesis dataset with 1.9M reactions from patents (1976-2016). Task: Predict the reactants needed to synthesize the given product. (1) Given the product [OH:49][CH:47]1[C:44]2([CH2:46][CH2:45]2)[CH2:43][N:42]([CH2:41][CH2:40][CH2:39][O:1][C:2]2[CH:11]=[C:10]3[C:5]([C:6]([O:12][C:13]4[CH:14]=[CH:15][C:16]([N:19]([C:28]5[CH:29]=[CH:30][CH:31]=[CH:32][CH:33]=5)[C:20]([C:22]5([C:25]([NH2:27])=[O:26])[CH2:24][CH2:23]5)=[O:21])=[N:17][CH:18]=4)=[CH:7][CH:8]=[N:9]3)=[CH:4][CH:3]=2)[CH2:48]1, predict the reactants needed to synthesize it. The reactants are: [OH:1][C:2]1[CH:11]=[C:10]2[C:5]([C:6]([O:12][C:13]3[CH:14]=[CH:15][C:16]([N:19]([C:28]4[CH:33]=[CH:32][CH:31]=[CH:30][CH:29]=4)[C:20]([C:22]4([C:25]([NH2:27])=[O:26])[CH2:24][CH2:23]4)=[O:21])=[N:17][CH:18]=3)=[CH:7][CH:8]=[N:9]2)=[CH:4][CH:3]=1.CS(O[CH2:39][CH2:40][CH2:41][N:42]1[CH2:48][CH:47]([OH:49])[C:44]2([CH2:46][CH2:45]2)[CH2:43]1)(=O)=O.C([O-])([O-])=O.[Cs+].[Cs+]. (2) Given the product [CH3:10][C:11]([CH3:15])([CH3:14])[CH2:12][NH:13][C:2]1[C:7]([F:8])=[CH:6][CH:5]=[C:4]([CH3:9])[N:3]=1, predict the reactants needed to synthesize it. The reactants are: Cl[C:2]1[C:7]([F:8])=[CH:6][CH:5]=[C:4]([CH3:9])[N:3]=1.[CH3:10][C:11]([CH3:15])([CH3:14])[CH2:12][NH2:13].